This data is from Forward reaction prediction with 1.9M reactions from USPTO patents (1976-2016). The task is: Predict the product of the given reaction. (1) Given the reactants [CH3:1][C@:2]1([C:27]([NH2:29])=O)[CH2:6][CH2:5][CH2:4][N:3]1[C:7]([CH:9]1[CH2:14][CH2:13][N:12]([C:15]2[CH:16]=[N:17][CH:18]=[CH:19][C:20]=2[N:21]2[CH:25]=[C:24]([CH3:26])[CH:23]=[N:22]2)[CH2:11][CH2:10]1)=[O:8].N1C=CC=CC=1.FC(F)(F)C(OC(=O)C(F)(F)F)=O, predict the reaction product. The product is: [CH3:1][C@:2]1([C:27]#[N:29])[CH2:6][CH2:5][CH2:4][N:3]1[C:7]([CH:9]1[CH2:14][CH2:13][N:12]([C:15]2[CH:16]=[N:17][CH:18]=[CH:19][C:20]=2[N:21]2[CH:25]=[C:24]([CH3:26])[CH:23]=[N:22]2)[CH2:11][CH2:10]1)=[O:8]. (2) Given the reactants [Mg].[CH3:2]I.COC(=O)[CH2:7][C:8]1[C:13]([CH3:14])=[CH:12][C:11]([CH3:15])=[CH:10][C:9]=1[CH3:16].C([O:20][CH2:21][CH3:22])C, predict the reaction product. The product is: [CH3:2][C:21]([OH:20])([CH3:22])[CH2:7][C:8]1[C:13]([CH3:14])=[CH:12][C:11]([CH3:15])=[CH:10][C:9]=1[CH3:16].